From a dataset of Reaction yield outcomes from USPTO patents with 853,638 reactions. Predict the reaction yield, written as a fraction of the theoretical maximum amount of product (1.0 means a 100% yield; for example, 0.34 means a 34% yield). (1) The reactants are [C:1]1([Li])[CH:6]=[CH:5][CH:4]=[CH:3][CH:2]=1.[CH2:8]([O:15][C:16]([C@@H:18]1[CH2:26][C@@H:25]2[C@@H:20]([CH2:21][C:22](=[O:27])[CH2:23][CH2:24]2)[N:19]1[CH2:28][C:29]1[CH:34]=[CH:33][CH:32]=[CH:31][CH:30]=1)=[O:17])[C:9]1[CH:14]=[CH:13][CH:12]=[CH:11][CH:10]=1.CCOCC.O. The catalyst is ClCCl.[Ti](Cl)(Cl)(Cl)Cl. The product is [CH2:8]([O:15][C:16]([C@@H:18]1[CH2:26][C@@H:25]2[C@@H:20]([CH2:21][C:22]([OH:27])([C:1]3[CH:6]=[CH:5][CH:4]=[CH:3][CH:2]=3)[CH2:23][CH2:24]2)[N:19]1[CH2:28][C:29]1[CH:34]=[CH:33][CH:32]=[CH:31][CH:30]=1)=[O:17])[C:9]1[CH:10]=[CH:11][CH:12]=[CH:13][CH:14]=1. The yield is 0.970. (2) The catalyst is O1CCOCC1.C1C=CC([P]([Pd]([P](C2C=CC=CC=2)(C2C=CC=CC=2)C2C=CC=CC=2)([P](C2C=CC=CC=2)(C2C=CC=CC=2)C2C=CC=CC=2)[P](C2C=CC=CC=2)(C2C=CC=CC=2)C2C=CC=CC=2)(C2C=CC=CC=2)C2C=CC=CC=2)=CC=1. The reactants are Br[C:2]1[CH:3]=[C:4]([C:17]([NH:19][CH2:20][C:21]2[C:22](=[O:29])[NH:23][C:24]([CH3:28])=[CH:25][C:26]=2[CH3:27])=[O:18])[C:5]2[CH:10]=[N:9][N:8]([CH:11]3[CH2:16][CH2:15][O:14][CH2:13][CH2:12]3)[C:6]=2[N:7]=1.[CH3:30][C:31]1([CH3:48])[CH2:36][C:35](B2OC(C)(C)C(C)(C)O2)=[CH:34][C:33]([CH3:47])([CH3:46])[NH:32]1.C([O-])([O-])=O.[Na+].[Na+].CCOC(C)=O. The yield is 0.140. The product is [CH3:27][C:26]1[CH:25]=[C:24]([CH3:28])[NH:23][C:22](=[O:29])[C:21]=1[CH2:20][NH:19][C:17]([C:4]1[C:5]2[CH:10]=[N:9][N:8]([CH:11]3[CH2:16][CH2:15][O:14][CH2:13][CH2:12]3)[C:6]=2[N:7]=[C:2]([C:35]2[CH2:34][C:33]([CH3:47])([CH3:46])[NH:32][C:31]([CH3:48])([CH3:30])[CH:36]=2)[CH:3]=1)=[O:18]. (3) The reactants are [CH3:1][O:2][C:3]1[CH:8]=[CH:7][C:6]([CH2:9][C:10]#[N:11])=[CH:5][CH:4]=1.[C:12]1(=[O:18])[CH2:17][CH2:16][CH2:15][CH2:14][CH2:13]1.N12CCCN=C1CCCCC2.Cl. The catalyst is CCCCCC.C(OCC)(=O)C. The product is [C:10]([CH:9]([C:6]1[CH:7]=[CH:8][C:3]([O:2][CH3:1])=[CH:4][CH:5]=1)[C:12]1([OH:18])[CH2:17][CH2:16][CH2:15][CH2:14][CH2:13]1)#[N:11]. The yield is 0.840. (4) The reactants are Br[C:2]1[S:6][C:5]([C:7]2[N:11]=[CH:10][N:9]([CH:12]3[CH2:17][CH2:16][CH2:15][CH2:14][O:13]3)[N:8]=2)=[C:4]([CH:18]([C:20]2[CH:25]=[CH:24][C:23]([Cl:26])=[CH:22][CH:21]=2)[OH:19])[CH:3]=1.[F:27][C:28]1[CH:33]=[C:32](B(O)O)[CH:31]=[CH:30][N:29]=1.C(=O)([O-])[O-].[Cs+].[Cs+].O1CCOCC1.O. The catalyst is C1C=CC([P]([Pd]([P](C2C=CC=CC=2)(C2C=CC=CC=2)C2C=CC=CC=2)([P](C2C=CC=CC=2)(C2C=CC=CC=2)C2C=CC=CC=2)[P](C2C=CC=CC=2)(C2C=CC=CC=2)C2C=CC=CC=2)(C2C=CC=CC=2)C2C=CC=CC=2)=CC=1. The product is [Cl:26][C:23]1[CH:24]=[CH:25][C:20]([CH:18]([C:4]2[CH:3]=[C:2]([C:32]3[CH:31]=[CH:30][N:29]=[C:28]([F:27])[CH:33]=3)[S:6][C:5]=2[C:7]2[N:11]=[CH:10][N:9]([CH:12]3[CH2:17][CH2:16][CH2:15][CH2:14][O:13]3)[N:8]=2)[OH:19])=[CH:21][CH:22]=1. The yield is 0.928.